Task: Predict the product of the given reaction.. Dataset: Forward reaction prediction with 1.9M reactions from USPTO patents (1976-2016) The product is: [ClH:30].[OH:23][NH:22][C:20]([C:15]1[CH:16]=[C:17]2[C:12](=[CH:13][CH:14]=1)[CH2:11][N:10]([C:8](=[O:9])[CH2:7][N:3]1[CH:4]=[CH:5][N:6]=[C:2]1[CH3:1])[CH2:19][CH2:18]2)=[O:21]. Given the reactants [CH3:1][C:2]1[N:3]([CH2:7][C:8]([N:10]2[CH2:19][CH2:18][C:17]3[C:12](=[CH:13][CH:14]=[C:15]([C:20]([NH:22][O:23]C4CCCCO4)=[O:21])[CH:16]=3)[CH2:11]2)=[O:9])[CH:4]=[CH:5][N:6]=1.[ClH:30], predict the reaction product.